This data is from Reaction yield outcomes from USPTO patents with 853,638 reactions. The task is: Predict the reaction yield, written as a fraction of the theoretical maximum amount of product (1.0 means a 100% yield; for example, 0.34 means a 34% yield). The reactants are CC1C=CC(S(O[CH2:12][C@H:13]2[CH2:22][CH2:21][C:20]3[C:15](=[C:16]([C:24]4[CH:29]=[CH:28][CH:27]=[CH:26][C:25]=4[Cl:30])[C:17]([F:23])=[CH:18][CH:19]=3)[O:14]2)(=O)=O)=CC=1.[N-:31]=[N+:32]=[N-:33].[Na+]. The catalyst is CS(C)=O. The product is [N:31]([CH2:12][C@H:13]1[CH2:22][CH2:21][C:20]2[C:15](=[C:16]([C:24]3[CH:29]=[CH:28][CH:27]=[CH:26][C:25]=3[Cl:30])[C:17]([F:23])=[CH:18][CH:19]=2)[O:14]1)=[N+:32]=[N-:33]. The yield is 0.670.